Dataset: Full USPTO retrosynthesis dataset with 1.9M reactions from patents (1976-2016). Task: Predict the reactants needed to synthesize the given product. (1) The reactants are: [F:1][C:2]1[CH:7]=[CH:6][C:5]([N:8]2[C:16]3[CH:15]=[C:14]([CH3:17])[CH:13]=[C:12]([NH:18][CH2:19][C:20]4([C:23]([F:26])([F:25])[F:24])[CH2:22][O:21]4)[C:11]=3[CH:10]=[N:9]2)=[CH:4][CH:3]=1.[CH2:27]([NH2:29])[CH3:28]. Given the product [CH2:27]([NH:29][CH2:22][C:20]([CH2:19][NH:18][C:12]1[CH:13]=[C:14]([CH3:17])[CH:15]=[C:16]2[C:11]=1[CH:10]=[N:9][N:8]2[C:5]1[CH:4]=[CH:3][C:2]([F:1])=[CH:7][CH:6]=1)([OH:21])[C:23]([F:25])([F:24])[F:26])[CH3:28], predict the reactants needed to synthesize it. (2) Given the product [C:1]([C:4]1[CH:23]=[CH:22][C:7]2[N:8]([C:9]3[CH:14]=[CH:13][CH:12]=[C:11]([C:15]4[CH2:20][N:19]([CH3:21])[CH2:18][CH2:17][CH:16]=4)[CH:10]=3)[CH:41]=[N:24][C:6]=2[CH:5]=1)(=[O:3])[CH3:2], predict the reactants needed to synthesize it. The reactants are: [C:1]([C:4]1[CH:23]=[CH:22][C:7]([NH:8][C:9]2[CH:14]=[CH:13][CH:12]=[C:11]([C:15]3[CH2:20][N:19]([CH3:21])[CH2:18][CH2:17][CH:16]=3)[CH:10]=2)=[C:6]([N+:24]([O-])=O)[CH:5]=1)(=[O:3])[CH3:2].O.O.O.O.O.O.O.O.O.[S-2].[Na+].[Na+].[Cl-].[NH4+].[CH3:41]O. (3) Given the product [OH:26][NH:8][C:9]1([CH2:18][C:19]2[CH:24]=[CH:23][C:22]([Cl:25])=[CH:21][CH:20]=2)[C:14](=[O:15])[NH:13][C:12](=[O:16])[NH:11][C:10]1=[O:17], predict the reactants needed to synthesize it. The reactants are: C(OC([N:8]([OH:26])[C:9]1([CH2:18][C:19]2[CH:24]=[CH:23][C:22]([Cl:25])=[CH:21][CH:20]=2)[C:14](=[O:15])[NH:13][C:12](=[O:16])[NH:11][C:10]1=[O:17])=O)(C)(C)C. (4) Given the product [CH2:7]([C:9]12[CH2:17][CH2:16][CH2:15][C:14]1([NH:18][CH3:19])[CH:13]1[CH2:21][CH:10]2[CH2:11][CH2:12]1)[CH3:8], predict the reactants needed to synthesize it. The reactants are: [H-].[Al+3].[Li+].[H-].[H-].[H-].[CH2:7]([C:9]12[CH2:17][CH2:16][CH2:15][C:14]1([NH:18][CH:19]=O)[CH:13]1[CH2:21][CH:10]2[CH2:11][CH2:12]1)[CH3:8]. (5) Given the product [NH2:5][C:3](=[O:4])[C:2]([NH:1][C:22](=[O:23])[O:24][C:25]([CH3:28])([CH3:27])[CH3:26])([C:7]1[CH:12]=[CH:11][CH:10]=[C:9]([C:13]([F:14])([F:15])[F:16])[CH:8]=1)[CH3:6], predict the reactants needed to synthesize it. The reactants are: [NH2:1][C:2]([C:7]1[CH:12]=[CH:11][CH:10]=[C:9]([C:13]([F:16])([F:15])[F:14])[CH:8]=1)([CH3:6])[C:3]([NH2:5])=[O:4].C(=O)(O)[O-].[Na+].[C:22](O[C:22]([O:24][C:25]([CH3:28])([CH3:27])[CH3:26])=[O:23])([O:24][C:25]([CH3:28])([CH3:27])[CH3:26])=[O:23].